This data is from Full USPTO retrosynthesis dataset with 1.9M reactions from patents (1976-2016). The task is: Predict the reactants needed to synthesize the given product. Given the product [Cl:5][C:6]1[C:7]([NH:26][C:27](=[O:35])[CH2:28][CH:29]2[CH2:34][CH2:33][CH2:32][CH2:31][CH2:30]2)=[C:8]2[C:13](=[CH:14][CH:15]=1)[N:12]=[C:11]([N:16]1[CH2:20][CH2:19][C@H:18]([S:1][CH2:2][CH2:36][OH:39])[CH2:17]1)[CH:10]=[CH:9]2, predict the reactants needed to synthesize it. The reactants are: [SH:1][CH:2](O)C.[Cl:5][C:6]1[C:7]([NH:26][C:27](=[O:35])[CH2:28][CH:29]2[CH2:34][CH2:33][CH2:32][CH2:31][CH2:30]2)=[C:8]2[C:13](=[CH:14][CH:15]=1)[N:12]=[C:11]([N:16]1[CH2:20][CH2:19][C@H:18](OS(C)(=O)=O)[CH2:17]1)[CH:10]=[CH:9]2.[C:36](=[O:39])([O-])[O-].[K+].[K+].